This data is from Catalyst prediction with 721,799 reactions and 888 catalyst types from USPTO. The task is: Predict which catalyst facilitates the given reaction. (1) Reactant: [Cl:1][C:2]1[C:6]([S:7](=[O:18])(=[O:17])[NH:8][C:9]2([C:13]([F:16])([F:15])[F:14])[CH2:12][CH2:11][CH2:10]2)=[CH:5][N:4]([CH3:19])[C:3]=1[C:20]([O:22]C)=O.[F:24][C:25]1[CH:26]=[C:27]([CH:29]=[CH:30][C:31]=1[F:32])[NH2:28].C[Si]([N-][Si](C)(C)C)(C)C.[Li+]. Product: [Cl:1][C:2]1[C:6]([S:7](=[O:17])(=[O:18])[NH:8][C:9]2([C:13]([F:16])([F:15])[F:14])[CH2:10][CH2:11][CH2:12]2)=[CH:5][N:4]([CH3:19])[C:3]=1[C:20]([NH:28][C:27]1[CH:29]=[CH:30][C:31]([F:32])=[C:25]([F:24])[CH:26]=1)=[O:22]. The catalyst class is: 1. (2) Reactant: [CH2:1]([S:8][C:9]([CH3:36])([CH:33]=[N:34]O)[CH2:10][NH:11][C:12]([C:14]1[NH:15][C:16]2[C:21]([CH:22]=1)=[CH:20][CH:19]=[CH:18][C:17]=2[N:23]([CH3:32])[S:24]([C:27]1[S:28][CH:29]=[CH:30][CH:31]=1)(=[O:26])=[O:25])=[O:13])[C:2]1[CH:7]=[CH:6][CH:5]=[CH:4][CH:3]=1.FC(F)(F)S(OS(C(F)(F)F)(=O)=O)(=O)=O. Product: [CH2:1]([S:8][C:9]([C:33]#[N:34])([CH3:36])[CH2:10][NH:11][C:12]([C:14]1[NH:15][C:16]2[C:21]([CH:22]=1)=[CH:20][CH:19]=[CH:18][C:17]=2[N:23]([CH3:32])[S:24]([C:27]1[S:28][CH:29]=[CH:30][CH:31]=1)(=[O:26])=[O:25])=[O:13])[C:2]1[CH:3]=[CH:4][CH:5]=[CH:6][CH:7]=1. The catalyst class is: 17. (3) Reactant: [Cl:1][C:2]1[CH:7]=[C:6]2[NH:8][C:9](=[O:32])[C@@:10]3([C@H:14]([CH2:15][C:16]([C:19]#[N:20])([CH3:18])[CH3:17])[NH:13][C@@H:12]([C:21]([OH:23])=O)[C@@H:11]3[C:24]3[CH:29]=[CH:28][CH:27]=[C:26]([Cl:30])[C:25]=3[F:31])[C:5]2=[CH:4][CH:3]=1.CN(C(ON1N=NC2C=CC=NC1=2)=[N+](C)C)C.F[P-](F)(F)(F)(F)F.CCN(C(C)C)C(C)C.[NH2:66][C:67]1[CH:76]=[CH:75][C:70]([C:71]([O:73][CH3:74])=[O:72])=[CH:69][CH:68]=1. Product: [Cl:1][C:2]1[CH:7]=[C:6]2[NH:8][C:9](=[O:32])[C@@:10]3([C@H:14]([CH2:15][C:16]([C:19]#[N:20])([CH3:18])[CH3:17])[NH:13][C@@H:12]([C:21]([NH:66][C:67]4[CH:68]=[CH:69][C:70]([C:71]([O:73][CH3:74])=[O:72])=[CH:75][CH:76]=4)=[O:23])[C@@H:11]3[C:24]3[CH:29]=[CH:28][CH:27]=[C:26]([Cl:30])[C:25]=3[F:31])[C:5]2=[CH:4][CH:3]=1. The catalyst class is: 3. (4) Reactant: [Cl:1][CH2:2][CH2:3][N:4]([CH2:14][CH2:15][Cl:16])[C:5]1[CH:10]=[CH:9][C:8]([N+:11]([O-])=O)=[CH:7][CH:6]=1.COC(N1[C:25](=[O:26])[CH:24]=[CH:23][C:22]1=[O:27])=O. Product: [Cl:1][CH2:2][CH2:3][N:4]([CH2:14][CH2:15][Cl:16])[C:5]1[CH:10]=[CH:9][C:8]([N:11]2[C:25](=[O:26])[CH:24]=[CH:23][C:22]2=[O:27])=[CH:7][CH:6]=1. The catalyst class is: 19. (5) The catalyst class is: 3. Reactant: [H-].[Na+].[CH3:3][C:4]1[C:12]([CH3:13])=[CH:11][C:7]2[NH:8][CH:9]=[N:10][C:6]=2[CH:5]=1.Cl[CH2:15][C:16]1[CH:26]=[CH:25][C:19]2[N:20]=[C:21]([S:23][CH3:24])[S:22][C:18]=2[CH:17]=1. Product: [CH3:3][C:4]1[C:12]([CH3:13])=[CH:11][C:7]2[N:8]([CH2:15][C:16]3[CH:26]=[CH:25][C:19]4[N:20]=[C:21]([S:23][CH3:24])[S:22][C:18]=4[CH:17]=3)[CH:9]=[N:10][C:6]=2[CH:5]=1. (6) Reactant: [CH3:1][NH2:2].F[C:4]1[CH:9]=[CH:8][C:7]([S:10]([C:13]2[CH:14]=[CH:15][C:16]([CH:36]([CH3:38])[CH3:37])=[C:17]([S:19]([NH:22][CH:23]3[CH2:28][CH2:27][N:26]([C:29]([O:31][C:32]([CH3:35])([CH3:34])[CH3:33])=[O:30])[CH2:25][CH2:24]3)(=[O:21])=[O:20])[CH:18]=2)(=[O:12])=[O:11])=[CH:6][CH:5]=1. Product: [CH:36]([C:16]1[CH:15]=[CH:14][C:13]([S:10]([C:7]2[CH:8]=[CH:9][C:4]([NH:2][CH3:1])=[CH:5][CH:6]=2)(=[O:12])=[O:11])=[CH:18][C:17]=1[S:19]([NH:22][CH:23]1[CH2:28][CH2:27][N:26]([C:29]([O:31][C:32]([CH3:35])([CH3:34])[CH3:33])=[O:30])[CH2:25][CH2:24]1)(=[O:21])=[O:20])([CH3:38])[CH3:37]. The catalyst class is: 8. (7) Reactant: [CH:1]1([CH2:7][CH2:8][C:9]([OH:11])=O)[CH2:6][CH2:5][CH2:4][CH2:3][CH2:2]1.S(Cl)([Cl:14])=O. The catalyst class is: 120. Product: [CH:1]1([CH2:7][CH2:8][C:9]([Cl:14])=[O:11])[CH2:6][CH2:5][CH2:4][CH2:3][CH2:2]1. (8) Reactant: [CH2:1]1[C:9]2[C:8]3[CH:10]=[CH:11][CH:12]=[CH:13][C:7]=3[S:6][C:5]=2[CH2:4][CH2:3][CH:2]1[C:14]([O:16]CC)=[O:15].[OH-].[K+]. Product: [CH2:1]1[C:9]2[C:8]3[CH:10]=[CH:11][CH:12]=[CH:13][C:7]=3[S:6][C:5]=2[CH2:4][CH2:3][CH:2]1[C:14]([OH:16])=[O:15]. The catalyst class is: 14. (9) Reactant: C[O:2][C:3](=[O:15])[CH2:4][C:5]1[C:13]2[C:8](=[N:9][CH:10]=[CH:11][CH:12]=2)[NH:7][C:6]=1[CH3:14].[H-].[Na+].Br[CH2:19][C:20]1[CH:25]=[CH:24][C:23]([S:26]([CH3:29])(=[O:28])=[O:27])=[CH:22][C:21]=1[Cl:30].[I-].[Na+]. Product: [Cl:30][C:21]1[CH:22]=[C:23]([S:26]([CH3:29])(=[O:28])=[O:27])[CH:24]=[CH:25][C:20]=1[CH2:19][N:7]1[C:8]2=[N:9][CH:10]=[CH:11][CH:12]=[C:13]2[C:5]([CH2:4][C:3]([OH:2])=[O:15])=[C:6]1[CH3:14]. The catalyst class is: 3. (10) Reactant: [C:1]([OH:8])(=O)[CH2:2][CH2:3][C:4]([CH3:6])=O.[CH2:9]([NH2:19])[CH2:10][CH2:11][CH2:12][CH2:13][CH2:14][CH2:15][CH2:16][CH2:17][CH3:18]. Product: [CH3:6][CH:4]1[N:19]([CH2:9][CH2:10][CH2:11][CH2:12][CH2:13][CH2:14][CH2:15][CH2:16][CH2:17][CH3:18])[C:1](=[O:8])[CH2:2][CH2:3]1. The catalyst class is: 6.